This data is from Forward reaction prediction with 1.9M reactions from USPTO patents (1976-2016). The task is: Predict the product of the given reaction. (1) Given the reactants [Cl:1][C:2]1[CH:3]=[C:4]([CH:18]=[CH:19][CH:20]=1)[CH2:5][CH:6]1[CH:10]([C:11]2[CH:16]=[CH:15][CH:14]=[CH:13][CH:12]=2)[CH2:9][NH:8][C:7]1=[O:17].C([Li])CCC.[CH3:26][N:27]1[CH:31]=[C:30]([S:32](Cl)(=[O:34])=[O:33])[N:29]=[CH:28]1, predict the reaction product. The product is: [Cl:1][C:2]1[CH:3]=[C:4]([CH:18]=[CH:19][CH:20]=1)[CH2:5][CH:6]1[CH:10]([C:11]2[CH:16]=[CH:15][CH:14]=[CH:13][CH:12]=2)[CH2:9][N:8]([S:32]([C:30]2[N:29]=[CH:28][N:27]([CH3:26])[CH:31]=2)(=[O:34])=[O:33])[C:7]1=[O:17]. (2) Given the reactants N(C(OC(C)(C)C)=O)=NC(OC(C)(C)C)=O.C1(PC2C=CC=CC=2)C=CC=CC=1.[S:30]1(=[O:43])(=[O:42])[C:34]2=[CH:35][CH:36]=[CH:37][C:38]3=[CH:39][CH:40]=[CH:41][C:32](=[C:33]23)[NH:31]1.[C:44]1([S:50][CH2:51][CH2:52]O)[CH:49]=[CH:48][CH:47]=[CH:46][CH:45]=1, predict the reaction product. The product is: [C:44]1([S:50][CH2:51][CH2:52][N:31]2[C:32]3[CH:41]=[CH:40][CH:39]=[C:38]4[CH:37]=[CH:36][CH:35]=[C:34]([C:33]=34)[S:30]2(=[O:42])=[O:43])[CH:49]=[CH:48][CH:47]=[CH:46][CH:45]=1.